This data is from Catalyst prediction with 721,799 reactions and 888 catalyst types from USPTO. The task is: Predict which catalyst facilitates the given reaction. (1) Reactant: [C:1](Cl)(=[O:8])[C:2]1[CH:7]=[CH:6][CH:5]=[CH:4][CH:3]=1.[CH3:10][N+:11]#[C-:12].[N-:13]=[N+:14]=[N-:15].[Na+].N1C=CC=CC=1. Product: [CH3:12][N:11]1[C:10]([C:1](=[O:8])[C:2]2[CH:7]=[CH:6][CH:5]=[CH:4][CH:3]=2)=[N:15][N:14]=[N:13]1. The catalyst class is: 647. (2) Reactant: [OH:1][C@H:2]([CH2:9][O:10][C:11]([C:24]1[CH:29]=[CH:28][CH:27]=[CH:26][CH:25]=1)([C:18]1[CH:23]=[CH:22][CH:21]=[CH:20][CH:19]=1)[C:12]1[CH:17]=[CH:16][CH:15]=[CH:14][CH:13]=1)[CH2:3][C:4](OCC)=[O:5].[BH4-].[Na+].C(O)(=O)C. Product: [C:11]([O:10][CH2:9][C@@H:2]([OH:1])[CH2:3][CH2:4][OH:5])([C:18]1[CH:19]=[CH:20][CH:21]=[CH:22][CH:23]=1)([C:24]1[CH:29]=[CH:28][CH:27]=[CH:26][CH:25]=1)[C:12]1[CH:13]=[CH:14][CH:15]=[CH:16][CH:17]=1. The catalyst class is: 40. (3) Reactant: [Cl:1][C:2]1[CH:7]=[CH:6][CH:5]=[CH:4][C:3]=1[C:8]1[N:12]2[CH:13]=[CH:14][C:15]([C:17]3[CH:18]=[C:19]([CH:23]=[CH:24][C:25]=3[CH3:26])[C:20](O)=[O:21])=[CH:16][C:11]2=[N:10][N:9]=1.C1N=CN(C(N2C=NC=C2)=O)C=1.[C:39]([O:43][C:44]([CH3:47])([CH3:46])[CH3:45])(=[O:42])[NH:40][NH2:41]. Product: [C:39]([NH:40][NH:41][C:20](=[O:21])[C:19]1[CH:23]=[CH:24][C:25]([CH3:26])=[C:17]([C:15]2[CH:14]=[CH:13][N:12]3[C:8]([C:3]4[CH:4]=[CH:5][CH:6]=[CH:7][C:2]=4[Cl:1])=[N:9][N:10]=[C:11]3[CH:16]=2)[CH:18]=1)([O:43][C:44]([CH3:47])([CH3:46])[CH3:45])=[O:42]. The catalyst class is: 1. (4) Reactant: [CH3:1][S:2]([C:5]1[CH:6]=[C:7]([CH:10]=[CH:11][CH:12]=1)[C:8]#[N:9])(=[O:4])=[O:3].CCO.[NH2:16][OH:17]. Product: [OH:17][N:16]=[C:8]([C:7]1[CH:10]=[CH:11][CH:12]=[C:5]([S:2]([CH3:1])(=[O:4])=[O:3])[CH:6]=1)[NH2:9]. The catalyst class is: 170. (5) Reactant: [Cl:1][C:2]1[C:7]([CH2:8]Cl)=[N:6][CH:5]=[CH:4][N:3]=1.[C:10]1(=[O:20])[NH:14][C:13](=[O:15])[C:12]2=[CH:16][CH:17]=[CH:18][CH:19]=[C:11]12.[K]. Product: [Cl:1][C:2]1[C:7]([CH2:8][N:14]2[C:10](=[O:20])[C:11]3[C:12](=[CH:16][CH:17]=[CH:18][CH:19]=3)[C:13]2=[O:15])=[N:6][CH:5]=[CH:4][N:3]=1. The catalyst class is: 9. (6) Reactant: [F:1][C:2]1([CH2:12][CH2:13][CH:14]2[C:22]3[C:17](=[CH:18][CH:19]=[CH:20][C:21]=3[F:23])[C:16]3=[CH:24][N:25]=[CH:26][N:15]23)[CH2:7][CH2:6][CH:5]([C:8]([O:10]C)=O)[CH2:4][CH2:3]1.[CH3:27][C:28]#N. Product: [F:1][C:2]1([CH2:12][CH2:13][CH:14]2[C:22]3[C:17](=[CH:18][CH:19]=[CH:20][C:21]=3[F:23])[C:16]3=[CH:24][N:25]=[CH:26][N:15]23)[CH2:7][CH2:6][CH:5]([C:8]2([OH:10])[CH2:28][CH2:27]2)[CH2:4][CH2:3]1. The catalyst class is: 6.